The task is: Regression. Given two drug SMILES strings and cell line genomic features, predict the synergy score measuring deviation from expected non-interaction effect.. This data is from NCI-60 drug combinations with 297,098 pairs across 59 cell lines. (1) Drug 1: C1=NC(=NC(=O)N1C2C(C(C(O2)CO)O)O)N. Drug 2: C1=CC=C(C=C1)NC(=O)CCCCCCC(=O)NO. Cell line: HL-60(TB). Synergy scores: CSS=41.9, Synergy_ZIP=3.16, Synergy_Bliss=3.47, Synergy_Loewe=-12.6, Synergy_HSA=-2.41. (2) Drug 1: CCC1(CC2CC(C3=C(CCN(C2)C1)C4=CC=CC=C4N3)(C5=C(C=C6C(=C5)C78CCN9C7C(C=CC9)(C(C(C8N6C=O)(C(=O)OC)O)OC(=O)C)CC)OC)C(=O)OC)O.OS(=O)(=O)O. Cell line: UACC62. Drug 2: C1CCC(C(C1)N)N.C(=O)(C(=O)[O-])[O-].[Pt+4]. Synergy scores: CSS=28.8, Synergy_ZIP=-9.10, Synergy_Bliss=-4.47, Synergy_Loewe=-3.26, Synergy_HSA=-2.31. (3) Drug 1: C1CC(=O)NC(=O)C1N2CC3=C(C2=O)C=CC=C3N. Drug 2: C1CN(CCN1C(=O)CCBr)C(=O)CCBr. Cell line: DU-145. Synergy scores: CSS=9.69, Synergy_ZIP=-8.24, Synergy_Bliss=0.221, Synergy_Loewe=-17.2, Synergy_HSA=-0.203. (4) Drug 1: CN(C(=O)NC(C=O)C(C(C(CO)O)O)O)N=O. Drug 2: CCC1(C2=C(COC1=O)C(=O)N3CC4=CC5=C(C=CC(=C5CN(C)C)O)N=C4C3=C2)O.Cl. Cell line: NCI-H226. Synergy scores: CSS=0.673, Synergy_ZIP=-4.61, Synergy_Bliss=-11.0, Synergy_Loewe=-27.2, Synergy_HSA=-13.2. (5) Drug 1: CC12CCC(CC1=CCC3C2CCC4(C3CC=C4C5=CN=CC=C5)C)O. Drug 2: CCCS(=O)(=O)NC1=C(C(=C(C=C1)F)C(=O)C2=CNC3=C2C=C(C=N3)C4=CC=C(C=C4)Cl)F. Cell line: K-562. Synergy scores: CSS=22.7, Synergy_ZIP=5.00, Synergy_Bliss=10.8, Synergy_Loewe=-0.0665, Synergy_HSA=7.94. (6) Drug 1: CC1=C(N=C(N=C1N)C(CC(=O)N)NCC(C(=O)N)N)C(=O)NC(C(C2=CN=CN2)OC3C(C(C(C(O3)CO)O)O)OC4C(C(C(C(O4)CO)O)OC(=O)N)O)C(=O)NC(C)C(C(C)C(=O)NC(C(C)O)C(=O)NCCC5=NC(=CS5)C6=NC(=CS6)C(=O)NCCC[S+](C)C)O. Drug 2: CN1C2=C(C=C(C=C2)N(CCCl)CCCl)N=C1CCCC(=O)O.Cl. Cell line: UO-31. Synergy scores: CSS=25.4, Synergy_ZIP=-5.87, Synergy_Bliss=2.62, Synergy_Loewe=-39.9, Synergy_HSA=2.04. (7) Drug 1: COC1=CC(=CC(=C1O)OC)C2C3C(COC3=O)C(C4=CC5=C(C=C24)OCO5)OC6C(C(C7C(O6)COC(O7)C8=CC=CS8)O)O. Drug 2: CC1=C(C(=O)C2=C(C1=O)N3CC4C(C3(C2COC(=O)N)OC)N4)N. Cell line: 786-0. Synergy scores: CSS=55.7, Synergy_ZIP=10.2, Synergy_Bliss=9.93, Synergy_Loewe=8.54, Synergy_HSA=11.7. (8) Drug 2: N.N.Cl[Pt+2]Cl. Synergy scores: CSS=47.1, Synergy_ZIP=-0.818, Synergy_Bliss=2.31, Synergy_Loewe=-0.774, Synergy_HSA=5.89. Drug 1: CC(C)NC(=O)C1=CC=C(C=C1)CNNC.Cl. Cell line: LOX IMVI. (9) Drug 1: C1=NC2=C(N=C(N=C2N1C3C(C(C(O3)CO)O)F)Cl)N. Drug 2: CC12CCC3C(C1CCC2O)C(CC4=C3C=CC(=C4)O)CCCCCCCCCS(=O)CCCC(C(F)(F)F)(F)F. Cell line: NCI-H226. Synergy scores: CSS=1.66, Synergy_ZIP=1.82, Synergy_Bliss=2.95, Synergy_Loewe=0.266, Synergy_HSA=0.387.